This data is from Peptide-MHC class I binding affinity with 185,985 pairs from IEDB/IMGT. The task is: Regression. Given a peptide amino acid sequence and an MHC pseudo amino acid sequence, predict their binding affinity value. This is MHC class I binding data. (1) The peptide sequence is STFATVLEY. The MHC is HLA-B07:02 with pseudo-sequence HLA-B07:02. The binding affinity (normalized) is 0.0847. (2) The peptide sequence is KRDKKKEYNET. The MHC is Mamu-B03 with pseudo-sequence Mamu-B03. The binding affinity (normalized) is 0.110.